Dataset: Full USPTO retrosynthesis dataset with 1.9M reactions from patents (1976-2016). Task: Predict the reactants needed to synthesize the given product. (1) Given the product [CH2:1]([N:3]1[C:7]2[N:8]=[C:9]([C:18]3[CH:19]=[CH:20][C:21]([NH:24][C:25]([NH:27][C:28]4[CH:29]=[CH:30][C:31]([C:32]([OH:34])=[O:33])=[CH:36][CH:37]=4)=[O:26])=[CH:22][CH:23]=3)[N:10]=[C:11]([N:12]3[CH2:17][CH2:16][O:15][CH2:14][CH2:13]3)[C:6]=2[N:5]=[N:4]1)[CH3:2], predict the reactants needed to synthesize it. The reactants are: [CH2:1]([N:3]1[C:7]2[N:8]=[C:9]([C:18]3[CH:23]=[CH:22][C:21]([NH:24][C:25]([NH:27][C:28]4[CH:37]=[CH:36][C:31]([C:32]([O:34]C)=[O:33])=[CH:30][CH:29]=4)=[O:26])=[CH:20][CH:19]=3)[N:10]=[C:11]([N:12]3[CH2:17][CH2:16][O:15][CH2:14][CH2:13]3)[C:6]=2[N:5]=[N:4]1)[CH3:2].[OH-].[Na+].Cl. (2) Given the product [C:11]([O:10][C:8]([C@H:6]1[CH2:7][C@H:5]1[C:3]([OH:4])=[O:2])=[O:9])([CH3:14])([CH3:12])[CH3:13], predict the reactants needed to synthesize it. The reactants are: C[O:2][C:3]([C@H:5]1[CH2:7][C@H:6]1[C:8]([O:10][C:11]([CH3:14])([CH3:13])[CH3:12])=[O:9])=[O:4].[OH-].[K+]. (3) The reactants are: [CH3:1][C:2]1[CH:14]=[C:13]([C:15](=O)[CH2:16][C:17]2[CH:22]=[CH:21][CH:20]=[CH:19][CH:18]=2)[CH:12]=[CH:11][C:3]=1[O:4][CH2:5][C:6]([O:8][CH2:9][CH3:10])=[O:7].Cl.[OH:25][NH2:26].C([O-])(=O)C.[Na+]. Given the product [OH:25][N:26]=[C:15]([C:13]1[CH:12]=[CH:11][C:3]([O:4][CH2:5][C:6]([O:8][CH2:9][CH3:10])=[O:7])=[C:2]([CH3:1])[CH:14]=1)[CH2:16][C:17]1[CH:22]=[CH:21][CH:20]=[CH:19][CH:18]=1, predict the reactants needed to synthesize it. (4) The reactants are: O[CH2:2][CH:3]=[C:4]([CH2:6][CH2:7][CH:8]=[C:9]([CH2:11][CH2:12][CH:13]=[C:14]([CH3:16])[CH3:15])[CH3:10])[CH3:5].O[C:18]([CH3:74])([CH2:70][C:71](O)=O)[CH2:19][C:20](SCCNC(=O)CCNC(=O)[C@H](O)C(C)(C)COP(O)(=O)OP(O)(=O)OC[C@H]1O[C@@H](N2C3N=CN=C(N)C=3N=C2)[C@H](O)[C@@H]1OP(O)(O)=O)=O. Given the product [CH3:15][C:14](=[CH:13][CH2:12][CH2:11]/[C:9](=[CH:8]/[CH2:7][CH2:6]/[C:4](=[CH:3]/[CH2:2][CH2:2]/[CH:3]=[C:4](/[CH2:6][CH2:71]/[CH:70]=[C:18](/[CH2:19][CH2:20][CH:8]=[C:9]([CH3:11])[CH3:10])\[CH3:74])\[CH3:5])/[CH3:5])/[CH3:10])[CH3:16], predict the reactants needed to synthesize it. (5) The reactants are: C([O:8][N:9]([CH2:12][C@@H:13]([CH2:17][CH2:18][CH2:19][CH3:20])[C:14]([OH:16])=O)[CH:10]=[O:11])C1C=CC=CC=1.[NH:21]1[CH2:25][CH2:24][CH2:23][C@H:22]1[C:26]1[NH:34][C:29]2[CH:30]=[N:31][CH:32]=[CH:33][C:28]=2[N:27]=1. Given the product [OH:8][N:9]([CH2:12][C@H:13]([C:14]([N:21]1[CH2:25][CH2:24][CH2:23][C@H:22]1[C:26]1[NH:34][C:29]2[CH:30]=[N:31][CH:32]=[CH:33][C:28]=2[N:27]=1)=[O:16])[CH2:17][CH2:18][CH2:19][CH3:20])[CH:10]=[O:11], predict the reactants needed to synthesize it. (6) Given the product [CH:38]1([C:2]2[CH:3]=[C:4]([N:24]3[CH2:28][CH2:27][O:26][C:25]3=[O:29])[CH:5]=[CH:6][C:7]=2[C:8]([N:10]2[CH2:11][CH2:12][N:13]([C:16]3[CH:21]=[CH:20][C:19]([CH3:22])=[CH:18][C:17]=3[CH3:23])[CH2:14][CH2:15]2)=[O:9])[CH2:40][CH2:39]1, predict the reactants needed to synthesize it. The reactants are: Cl[C:2]1[CH:3]=[C:4]([N:24]2[CH2:28][CH2:27][O:26][C:25]2=[O:29])[CH:5]=[CH:6][C:7]=1[C:8]([N:10]1[CH2:15][CH2:14][N:13]([C:16]2[CH:21]=[CH:20][C:19]([CH3:22])=[CH:18][C:17]=2[CH3:23])[CH2:12][CH2:11]1)=[O:9].P([O-])([O-])([O-])=O.[K+].[K+].[K+].[CH:38]1(B(O)O)[CH2:40][CH2:39]1.C1(C)C=CC=CC=1. (7) Given the product [Cl:31][C:28]1[CH:27]=[CH:26][C:25]([C:11]([C:13]2[C:21]3[C:16](=[C:17]([CH2:22][S:23][CH3:24])[CH:18]=[CH:19][CH:20]=3)[NH:15][CH:14]=2)([CH3:12])[CH2:10][CH2:9][C:1]#[N:2])=[CH:30][CH:29]=1, predict the reactants needed to synthesize it. The reactants are: [C-:1]#[N:2].[K+].CS(O[CH2:9][CH2:10][C:11]([C:25]1[CH:30]=[CH:29][C:28]([Cl:31])=[CH:27][CH:26]=1)([C:13]1[C:21]2[C:16](=[C:17]([CH2:22][S:23][CH3:24])[CH:18]=[CH:19][CH:20]=2)[NH:15][CH:14]=1)[CH3:12])(=O)=O.O.ClCCl. (8) Given the product [F:18][C:19]1[CH:20]=[C:21]([CH2:26][C:27]([NH:29][C@@H:30]([C:34]2[CH:39]=[CH:38][CH:37]=[CH:36][CH:35]=2)[C:31]([NH:15][C:13]2[N:12]=[CH:11][N:10]([C:2]([CH3:9])([CH3:1])[CH2:3][N:4]3[CH2:8][CH2:7][CH2:6][CH2:5]3)[CH:14]=2)=[O:32])=[O:28])[CH:22]=[C:23]([F:25])[CH:24]=1, predict the reactants needed to synthesize it. The reactants are: [CH3:1][C:2]([N:10]1[CH:14]=[C:13]([N+:15]([O-])=O)[N:12]=[CH:11]1)([CH3:9])[CH2:3][N:4]1[CH2:8][CH2:7][CH2:6][CH2:5]1.[F:18][C:19]1[CH:20]=[C:21]([CH2:26][C:27]([NH:29][C@@H:30]([C:34]2[CH:39]=[CH:38][CH:37]=[CH:36][CH:35]=2)[C:31](O)=[O:32])=[O:28])[CH:22]=[C:23]([F:25])[CH:24]=1.